Dataset: Forward reaction prediction with 1.9M reactions from USPTO patents (1976-2016). Task: Predict the product of the given reaction. (1) Given the reactants [CH2:1]([O:3][C:4]([C:6]1([C:14]#[N:15])[C:8]2([CH2:13][CH2:12][CH2:11][CH2:10][CH2:9]2)[CH2:7]1)=[O:5])[CH3:2].C(N(CC)CC)C, predict the reaction product. The product is: [CH2:1]([O:3][C:4]([C:6]1([CH2:14][NH2:15])[C:8]2([CH2:13][CH2:12][CH2:11][CH2:10][CH2:9]2)[CH2:7]1)=[O:5])[CH3:2]. (2) Given the reactants [Br:1][C:2]1[CH:7]=[CH:6][C:5]([OH:8])=[C:4]([CH:9]2[CH2:14][CH2:13][CH2:12][CH:11]=[CH:10]2)[CH:3]=1.C1C=C(Cl)C=C(C(OO)=[O:23])C=1, predict the reaction product. The product is: [Br:1][C:2]1[CH:7]=[CH:6][C:5]2[O:8][C:10]3[CH:11]([OH:23])[CH2:12][CH2:13][CH2:14][C:9]=3[C:4]=2[CH:3]=1.